Dataset: Forward reaction prediction with 1.9M reactions from USPTO patents (1976-2016). Task: Predict the product of the given reaction. Given the reactants [OH-].[Na+].[CH2:3]([O:5][C:6]1[CH:11]=[C:10]([C:12]([O:14]C)=[O:13])[CH:9]=[CH:8][C:7]=1[C:16]1[CH:21]=[CH:20][CH:19]=[CH:18][C:17]=1[C:22]([F:25])([F:24])[F:23])[CH3:4], predict the reaction product. The product is: [CH2:3]([O:5][C:6]1[CH:11]=[C:10]([C:12]([OH:14])=[O:13])[CH:9]=[CH:8][C:7]=1[C:16]1[CH:21]=[CH:20][CH:19]=[CH:18][C:17]=1[C:22]([F:23])([F:24])[F:25])[CH3:4].